From a dataset of Full USPTO retrosynthesis dataset with 1.9M reactions from patents (1976-2016). Predict the reactants needed to synthesize the given product. (1) Given the product [CH3:24][O:23][C:22]1[CH:25]=[CH:26][C:19]([CH2:18][NH:27][C:13]2[N:12]=[C:11]([N:8]3[C:9]4[C:5](=[CH:4][CH:3]=[C:2]([Br:1])[CH:10]=4)[CH2:6][CH2:7]3)[CH:16]=[CH:15][N:14]=2)=[CH:20][CH:21]=1, predict the reactants needed to synthesize it. The reactants are: [Br:1][C:2]1[CH:10]=[C:9]2[C:5]([CH2:6][CH2:7][N:8]2[C:11]2[CH:16]=[CH:15][N:14]=[C:13](Cl)[N:12]=2)=[CH:4][CH:3]=1.[CH2:18]([NH2:27])[C:19]1[CH:26]=[CH:25][C:22]([O:23][CH3:24])=[CH:21][CH:20]=1.C([O-])([O-])=O.[K+].[K+]. (2) Given the product [CH3:3][O:4][C:5](=[O:14])[CH:6]([C:7]1[CH:12]=[CH:11][C:10]([F:13])=[CH:9][CH:8]=1)[CH2:20][C:19]1[CH:22]=[CH:23][C:16]([F:15])=[CH:17][CH:18]=1, predict the reactants needed to synthesize it. The reactants are: [H-].[Na+].[CH3:3][O:4][C:5](=[O:14])[CH2:6][C:7]1[CH:12]=[CH:11][C:10]([F:13])=[CH:9][CH:8]=1.[F:15][C:16]1[CH:23]=[CH:22][C:19]([CH2:20]Br)=[CH:18][CH:17]=1. (3) Given the product [CH2:1]([C@@H:8]1[CH2:9][NH:10][CH2:11][CH2:12][N:13]1[C:14]([C:16]1[CH:20]=[C:19]([CH3:21])[N:18]([C:22]2[CH:27]=[CH:26][CH:25]=[CH:24][CH:23]=2)[C:17]=1[C:28]1[CH:29]=[C:30]([CH:31]=[CH:32][CH:33]=1)[O:34][CH2:43][C:44]([OH:46])=[O:45])=[O:15])[C:2]1[CH:7]=[CH:6][CH:5]=[CH:4][CH:3]=1, predict the reactants needed to synthesize it. The reactants are: [CH2:1]([C@H:8]1[N:13]([C:14]([C:16]2[CH:20]=[C:19]([CH3:21])[N:18]([C:22]3[CH:27]=[CH:26][CH:25]=[CH:24][CH:23]=3)[C:17]=2[C:28]2[CH:33]=[CH:32][CH:31]=[C:30]([OH:34])[CH:29]=2)=[O:15])[CH2:12][CH2:11][N:10](C(OC(C)(C)C)=O)[CH2:9]1)[C:2]1[CH:7]=[CH:6][CH:5]=[CH:4][CH:3]=1.Br[CH2:43][C:44]([O:46]C(C)(C)C)=[O:45].C(=O)([O-])[O-].[K+].[K+].CN(C=O)C.